Dataset: Catalyst prediction with 721,799 reactions and 888 catalyst types from USPTO. Task: Predict which catalyst facilitates the given reaction. (1) Product: [CH3:2][O:3][C:4](=[O:27])[CH:5]([NH:8][C:9]([C:11]1[CH:16]=[CH:15][C:14]([C:17]2[CH:22]=[CH:21][C:20]([C:23]([F:25])([F:24])[F:26])=[CH:19][CH:18]=2)=[CH:13][CH:12]=1)=[O:10])[CH2:6][NH:7][S:43]([C:40]1[CH:39]=[CH:38][C:37]([C:47]2[CH:52]=[CH:51][CH:50]=[CH:49][CH:48]=2)=[CH:42][CH:41]=1)(=[O:45])=[O:44]. Reactant: Cl.[CH3:2][O:3][C:4](=[O:27])[C@@H:5]([NH:8][C:9]([C:11]1[CH:16]=[CH:15][C:14]([C:17]2[CH:22]=[CH:21][C:20]([C:23]([F:26])([F:25])[F:24])=[CH:19][CH:18]=2)=[CH:13][CH:12]=1)=[O:10])[CH2:6][NH2:7].C(N(C(C)C)CC)(C)C.[C:37]1([C:47]2[CH:52]=[CH:51][CH:50]=[CH:49][CH:48]=2)[CH:42]=[CH:41][C:40]([S:43](Cl)(=[O:45])=[O:44])=[CH:39][CH:38]=1. The catalyst class is: 4. (2) Reactant: C(O)(C(F)(F)F)=O.[Cl:8][C:9]1[CH:10]=[C:11]2[N:29](COCC[Si](C)(C)C)[C:28]([O:38][C@@H:39]3[CH2:43][O:42][C@H:41]([CH2:44][O:45][Si](C(C)(C)C)(C(C)(C)C)O)[C@:40]3([CH3:57])[OH:56])=[N:27][C:12]2=[N:13][C:14]=1[C:15]1[CH:20]=[CH:19][C:18]([C:21]2[CH:26]=[CH:25][CH:24]=[CH:23][CH:22]=2)=[CH:17][CH:16]=1.CCCC[N+](CCCC)(CCCC)CCCC.[F-].C1COCC1. Product: [Cl:8][C:9]1[CH:10]=[C:11]2[NH:29][C:28]([O:38][C@@H:39]3[CH2:43][O:42][C@H:41]([CH2:44][OH:45])[C@:40]3([CH3:57])[OH:56])=[N:27][C:12]2=[N:13][C:14]=1[C:15]1[CH:20]=[CH:19][C:18]([C:21]2[CH:22]=[CH:23][CH:24]=[CH:25][CH:26]=2)=[CH:17][CH:16]=1. The catalyst class is: 2. (3) Reactant: Br[C:2]1[CH:7]=[CH:6][CH:5]=[C:4]([O:8][C:9]2[CH:14]=[CH:13][CH:12]=[CH:11][CH:10]=2)[CH:3]=1.[Li]CCCC.C(OC([N:27]1[CH2:31][CH2:30][CH2:29][C:28]1=O)=O)(C)(C)C. Product: [O:8]([C:4]1[CH:3]=[C:2]([C:28]2[CH2:29][CH2:30][CH2:31][N:27]=2)[CH:7]=[CH:6][CH:5]=1)[C:9]1[CH:10]=[CH:11][CH:12]=[CH:13][CH:14]=1. The catalyst class is: 1. (4) The catalyst class is: 4. Reactant: O[CH2:2][CH:3]1[N:8]([C:9](=[O:19])[NH:10][C:11]2[CH:16]=[CH:15][C:14]([S:17][CH3:18])=[CH:13][CH:12]=2)[CH2:7][CH2:6][N:5]([C:20]([O:22][C:23]([CH3:26])([CH3:25])[CH3:24])=[O:21])[CH2:4]1.C1CCN2C(=NCCC2)CC1.CS(Cl)(=O)=O.O. Product: [CH3:18][S:17][C:14]1[CH:15]=[CH:16][C:11]([N:10]2[CH2:2][CH:3]3[CH2:4][N:5]([C:20]([O:22][C:23]([CH3:25])([CH3:24])[CH3:26])=[O:21])[CH2:6][CH2:7][N:8]3[C:9]2=[O:19])=[CH:12][CH:13]=1.